This data is from Catalyst prediction with 721,799 reactions and 888 catalyst types from USPTO. The task is: Predict which catalyst facilitates the given reaction. (1) Reactant: [NH:1]1[C:9]2[C:4](=[CH:5][C:6]([CH:10]=O)=[CH:7][CH:8]=2)[CH:3]=[CH:2]1.C1(P(=[CH:31][C:32]([O:34][CH3:35])=[O:33])(C2C=CC=CC=2)C2C=CC=CC=2)C=CC=CC=1. Product: [NH:1]1[C:9]2[C:4](=[CH:5][C:6](/[CH:10]=[CH:31]/[C:32]([O:34][CH3:35])=[O:33])=[CH:7][CH:8]=2)[CH:3]=[CH:2]1. The catalyst class is: 2. (2) Reactant: [CH2:1]([S:3]([C:6]1[CH:7]=[CH:8][C:9]([OH:12])=[N:10][CH:11]=1)(=[O:5])=[O:4])[CH3:2].C([O-])(=O)C.[Na+].[Br:18]Br. Product: [Br:18][C:8]1[C:9]([OH:12])=[N:10][CH:11]=[C:6]([S:3]([CH2:1][CH3:2])(=[O:4])=[O:5])[CH:7]=1. The catalyst class is: 15. (3) Reactant: Cl[C:2]1[N:7]2[N:8]=[CH:9][CH:10]=[C:6]2[N:5]=[C:4]([NH2:11])[CH:3]=1.[NH:12]1[CH2:17][CH2:16][O:15][CH2:14][CH2:13]1.CN1C(=O)CCC1. Product: [O:15]1[CH2:16][CH2:17][N:12]([C:2]2[N:7]3[N:8]=[CH:9][CH:10]=[C:6]3[N:5]=[C:4]([NH2:11])[CH:3]=2)[CH2:13][CH2:14]1. The catalyst class is: 12.